Dataset: Full USPTO retrosynthesis dataset with 1.9M reactions from patents (1976-2016). Task: Predict the reactants needed to synthesize the given product. (1) The reactants are: [OH:1][C:2]1[CH:7]=[C:6]([OH:8])[CH:5]=[CH:4][C:3]=1[C:9](=[O:18])[CH2:10][C:11]1[CH:16]=[CH:15][C:14]([OH:17])=[CH:13][CH:12]=1.[C:19](O[C:19](=O)[C:20]1[CH:25]=[CH:24][CH:23]=[CH:22][CH:21]=1)(=O)[C:20]1[CH:25]=[CH:24][CH:23]=[CH:22][CH:21]=1.O.Cl. Given the product [OH:8][C:6]1[CH:7]=[C:2]2[C:3]([C:9](=[O:18])[C:10]([C:11]3[CH:16]=[CH:15][C:14]([OH:17])=[CH:13][CH:12]=3)=[C:19]([C:20]3[CH:25]=[CH:24][CH:23]=[CH:22][CH:21]=3)[O:1]2)=[CH:4][CH:5]=1, predict the reactants needed to synthesize it. (2) Given the product [F:4][C:3]([F:6])([F:5])[C:1]([OH:7])=[O:2].[NH2:8][C:9]1[N:14]=[CH:13][N:12]=[C:11]2[N:15]([CH:19]([C:21]3[C:22]([O:38][CH3:39])=[C:23]([CH2:29][CH2:30][C:31]([OH:33])=[O:32])[C:24]([CH3:28])=[C:25]([Cl:27])[CH:26]=3)[CH3:20])[N:16]=[C:17]([CH3:18])[C:10]=12, predict the reactants needed to synthesize it. The reactants are: [C:1]([OH:7])([C:3]([F:6])([F:5])[F:4])=[O:2].[NH2:8][C:9]1[N:14]=[CH:13][N:12]=[C:11]2[N:15]([CH:19]([C:21]3[C:22]([O:38][CH3:39])=[C:23]([CH2:29][CH2:30][C:31]([O:33]C(C)(C)C)=[O:32])[C:24]([CH3:28])=[C:25]([Cl:27])[CH:26]=3)[CH3:20])[N:16]=[C:17]([CH3:18])[C:10]=12. (3) Given the product [CH3:1][C:2]1[N:3]=[C:4]2[N:9]([CH:10]=1)[C:8]1[CH:11]=[CH:12][CH:13]=[C:14]([CH2:15][CH:16]=[O:20])[C:7]=1[O:6][CH2:5]2, predict the reactants needed to synthesize it. The reactants are: [CH3:1][C:2]1[N:3]=[C:4]2[N:9]([CH:10]=1)[C:8]1[CH:11]=[CH:12][CH:13]=[C:14]([CH2:15][CH:16]=C)[C:7]=1[O:6][CH2:5]2.C(OCC)(=[O:20])C.C1CCCCC1.